This data is from Full USPTO retrosynthesis dataset with 1.9M reactions from patents (1976-2016). The task is: Predict the reactants needed to synthesize the given product. (1) Given the product [Br:28][CH2:22][C:19]1[CH:20]=[CH:21][C:16]([CH2:15][CH2:14][N:11]2[CH:12]=[CH:13][C:8]([O:7][CH2:6][C:5]3[CH:25]=[CH:26][C:2]([F:1])=[CH:3][CH:4]=3)=[CH:9][C:10]2=[O:24])=[CH:17][CH:18]=1, predict the reactants needed to synthesize it. The reactants are: [F:1][C:2]1[CH:26]=[CH:25][C:5]([CH2:6][O:7][C:8]2[CH:13]=[CH:12][N:11]([CH2:14][CH2:15][C:16]3[CH:21]=[CH:20][C:19]([CH2:22]O)=[CH:18][CH:17]=3)[C:10](=[O:24])[CH:9]=2)=[CH:4][CH:3]=1.P(Br)(Br)[Br:28]. (2) Given the product [F:1][C:2]1[CH:3]=[C:4]([C:8]2[CH:9]=[CH:10][C:11]([CH2:14][N:15]3[CH2:20][CH2:19][NH:18][CH2:17][CH2:16]3)=[N:12][CH:13]=2)[CH:5]=[CH:6][CH:7]=1, predict the reactants needed to synthesize it. The reactants are: [F:1][C:2]1[CH:3]=[C:4]([C:8]2[CH:9]=[CH:10][C:11]([CH2:14][N:15]3[CH2:20][CH2:19][N:18](C(OC(C)(C)C)=O)[CH2:17][CH2:16]3)=[N:12][CH:13]=2)[CH:5]=[CH:6][CH:7]=1.FC(F)(F)C(O)=O. (3) Given the product [CH3:20][O:19][C:16]1[CH:17]=[C:18]2[C:13](=[CH:14][C:15]=1[O:21][CH3:22])[N:12]=[CH:11][N:10]=[C:9]2[O:8][C:6]1[CH:7]=[CH:2][C:3]([O:56][CH2:53][CH2:59][CH2:52][O:51][C:45]2[CH:44]=[CH:43][CH:48]=[CH:47][C:46]=2[O:49][CH3:50])=[CH:4][CH:5]=1, predict the reactants needed to synthesize it. The reactants are: Cl[C:2]1[CH:7]=[C:6]([O:8][C:9]2[C:18]3[C:13](=[CH:14][C:15]([O:21][CH3:22])=[C:16]([O:19][CH3:20])[CH:17]=3)[N:12]=[CH:11][N:10]=2)[CH:5]=[CH:4][C:3]=1NC(=O)OCC1C=CC(OC)=C(OC)C=1.ClC1[C:48]2[C:43](=[CH:44][C:45]([O:51][CH3:52])=[C:46]([O:49][CH3:50])[CH:47]=2)N=CN=1.[C:53](=[O:56])([O-])O.[Na+].Cl[C:59]1C=CC=CC=1. (4) The reactants are: [OH:1][C:2]1[CH:7]=[CH:6][CH:5]=[C:4]([OH:8])[C:3]=1[C:9](=[N:13][OH:14])[CH:10]([CH3:12])[CH3:11].[C:15](OC(=O)C)(=[O:17])[CH3:16]. Given the product [C:15]([O:14][N:13]=[C:9]([C:3]1[C:4]([OH:8])=[CH:5][CH:6]=[CH:7][C:2]=1[OH:1])[CH:10]([CH3:12])[CH3:11])(=[O:17])[CH3:16], predict the reactants needed to synthesize it. (5) Given the product [N+:1]([C:4]1[CH:9]=[CH:8][CH:7]=[CH:6][C:5]=1[N:10]1[C:22]([C:23]2[CH:28]=[CH:27][CH:26]=[CH:25][CH:24]=2)=[C:16]([C:17]([O:19][CH2:20][CH3:21])=[O:18])[NH:13][C:11]1=[O:12])([O-:3])=[O:2], predict the reactants needed to synthesize it. The reactants are: [N+:1]([C:4]1[CH:9]=[CH:8][CH:7]=[CH:6][C:5]=1[NH:10][C:11]([NH2:13])=[O:12])([O-:3])=[O:2].[N+](=[C:16]([C:22](=O)[C:23]1[CH:28]=[CH:27][CH:26]=[CH:25][CH:24]=1)[C:17]([O:19][CH2:20][CH3:21])=[O:18])=[N-].C1(C)C=CC=CC=1. (6) Given the product [Cl:30][C:27]1[CH:26]=[CH:25][C:24]([O:23][C:20]2[CH:19]=[CH:18][C:17]([S:14]([C:6]3([C:4]([OH:5])=[O:3])[CH2:11][CH2:10][N:9]([CH2:12][CH3:13])[CH2:8][CH2:7]3)(=[O:15])=[O:16])=[CH:22][CH:21]=2)=[CH:29][CH:28]=1, predict the reactants needed to synthesize it. The reactants are: C([O:3][C:4]([C:6]1([S:14]([C:17]2[CH:22]=[CH:21][C:20]([O:23][C:24]3[CH:29]=[CH:28][C:27]([Cl:30])=[CH:26][CH:25]=3)=[CH:19][CH:18]=2)(=[O:16])=[O:15])[CH2:11][CH2:10][N:9]([CH2:12][CH3:13])[CH2:8][CH2:7]1)=[O:5])C.CO.[OH-].[Na+]. (7) Given the product [O:7]1[CH:3]=[N:4][C:5]([C:8]2[CH:13]=[CH:12][N:11]=[C:10]([N:14]3[CH2:19][CH2:18][N:17]([C:20]([O:22][CH2:23][C:24]([CH3:27])([CH3:26])[CH3:25])=[O:21])[CH2:16][CH2:15]3)[CH:9]=2)=[N:6]1, predict the reactants needed to synthesize it. The reactants are: ClC(Cl)(Cl)[C:3]1[O:7][N:6]=[C:5]([C:8]2[CH:13]=[CH:12][N:11]=[C:10]([N:14]3[CH2:19][CH2:18][N:17]([C:20]([O:22][CH2:23][C:24]([CH3:27])([CH3:26])[CH3:25])=[O:21])[CH2:16][CH2:15]3)[CH:9]=2)[N:4]=1.[BH4-].[Na+].